Task: Regression. Given a peptide amino acid sequence and an MHC pseudo amino acid sequence, predict their binding affinity value. This is MHC class I binding data.. Dataset: Peptide-MHC class I binding affinity with 185,985 pairs from IEDB/IMGT (1) The peptide sequence is ILDDNLYKVY. The MHC is HLA-A33:01 with pseudo-sequence HLA-A33:01. The binding affinity (normalized) is 0.0133. (2) The peptide sequence is STIFFTASL. The MHC is Mamu-A01 with pseudo-sequence Mamu-A01. The binding affinity (normalized) is 0.757. (3) The peptide sequence is FGGFSTLDK. The MHC is HLA-A11:01 with pseudo-sequence HLA-A11:01. The binding affinity (normalized) is 0. (4) The peptide sequence is FMVYVPLPA. The MHC is HLA-A02:06 with pseudo-sequence HLA-A02:06. The binding affinity (normalized) is 0.770.